This data is from NCI-60 drug combinations with 297,098 pairs across 59 cell lines. The task is: Regression. Given two drug SMILES strings and cell line genomic features, predict the synergy score measuring deviation from expected non-interaction effect. (1) Drug 1: CC1C(C(CC(O1)OC2CC(CC3=C2C(=C4C(=C3O)C(=O)C5=C(C4=O)C(=CC=C5)OC)O)(C(=O)CO)O)N)O.Cl. Cell line: UACC62. Drug 2: CS(=O)(=O)OCCCCOS(=O)(=O)C. Synergy scores: CSS=9.18, Synergy_ZIP=-0.914, Synergy_Bliss=4.12, Synergy_Loewe=1.09, Synergy_HSA=2.10. (2) Drug 1: CN1C2=C(C=C(C=C2)N(CCCl)CCCl)N=C1CCCC(=O)O.Cl. Drug 2: COCCOC1=C(C=C2C(=C1)C(=NC=N2)NC3=CC=CC(=C3)C#C)OCCOC.Cl. Cell line: BT-549. Synergy scores: CSS=-0.505, Synergy_ZIP=0.549, Synergy_Bliss=-2.13, Synergy_Loewe=-4.99, Synergy_HSA=-5.61. (3) Drug 1: C1=CN(C(=O)N=C1N)C2C(C(C(O2)CO)O)O.Cl. Drug 2: CC12CCC3C(C1CCC2O)C(CC4=C3C=CC(=C4)O)CCCCCCCCCS(=O)CCCC(C(F)(F)F)(F)F. Cell line: RPMI-8226. Synergy scores: CSS=15.9, Synergy_ZIP=-5.97, Synergy_Bliss=-1.54, Synergy_Loewe=-2.90, Synergy_HSA=-1.24. (4) Drug 1: CN(C)N=NC1=C(NC=N1)C(=O)N. Drug 2: CCN(CC)CCNC(=O)C1=C(NC(=C1C)C=C2C3=C(C=CC(=C3)F)NC2=O)C. Cell line: SN12C. Synergy scores: CSS=2.45, Synergy_ZIP=-1.49, Synergy_Bliss=-0.884, Synergy_Loewe=-3.38, Synergy_HSA=-0.756. (5) Drug 2: CCC1(CC2CC(C3=C(CCN(C2)C1)C4=CC=CC=C4N3)(C5=C(C=C6C(=C5)C78CCN9C7C(C=CC9)(C(C(C8N6C)(C(=O)OC)O)OC(=O)C)CC)OC)C(=O)OC)O.OS(=O)(=O)O. Synergy scores: CSS=2.75, Synergy_ZIP=-0.987, Synergy_Bliss=-1.49, Synergy_Loewe=-2.48, Synergy_HSA=-1.37. Drug 1: CC1=CC=C(C=C1)C2=CC(=NN2C3=CC=C(C=C3)S(=O)(=O)N)C(F)(F)F. Cell line: OVCAR-5. (6) Drug 1: CN1C(=O)N2C=NC(=C2N=N1)C(=O)N. Drug 2: C(=O)(N)NO. Cell line: DU-145. Synergy scores: CSS=-1.18, Synergy_ZIP=4.63, Synergy_Bliss=4.90, Synergy_Loewe=-3.46, Synergy_HSA=-2.88. (7) Drug 1: CC1=C2C(C(=O)C3(C(CC4C(C3C(C(C2(C)C)(CC1OC(=O)C(C(C5=CC=CC=C5)NC(=O)C6=CC=CC=C6)O)O)OC(=O)C7=CC=CC=C7)(CO4)OC(=O)C)O)C)OC(=O)C. Drug 2: CCC1(C2=C(COC1=O)C(=O)N3CC4=CC5=C(C=CC(=C5CN(C)C)O)N=C4C3=C2)O.Cl. Cell line: MDA-MB-231. Synergy scores: CSS=38.8, Synergy_ZIP=-3.03, Synergy_Bliss=-5.13, Synergy_Loewe=-7.77, Synergy_HSA=-0.592.